From a dataset of Peptide-MHC class I binding affinity with 185,985 pairs from IEDB/IMGT. Regression. Given a peptide amino acid sequence and an MHC pseudo amino acid sequence, predict their binding affinity value. This is MHC class I binding data. The peptide sequence is EIDETCEHEY. The MHC is HLA-A01:01 with pseudo-sequence HLA-A01:01. The binding affinity (normalized) is 0.512.